Dataset: Reaction yield outcomes from USPTO patents with 853,638 reactions. Task: Predict the reaction yield, written as a fraction of the theoretical maximum amount of product (1.0 means a 100% yield; for example, 0.34 means a 34% yield). (1) The reactants are [C:1]([C:3]1[CH:4]=[N:5][CH:6]=[C:7]([CH:20]=1)[C:8]([N:10]=[S@@:11]([CH3:19])(=[O:18])[C:12]1[CH:17]=[CH:16][CH:15]=[CH:14][CH:13]=1)=[O:9])#[CH:2].[CH3:21][C:22]([C:24]1[CH:29]=[CH:28][C:27](I)=[CH:26][CH:25]=1)=[O:23]. No catalyst specified. The product is [C:22]([C:24]1[CH:29]=[CH:28][C:27]([C:2]#[C:1][C:3]2[CH:4]=[N:5][CH:6]=[C:7]([CH:20]=2)[C:8]([N:10]=[S@@:11]([CH3:19])(=[O:18])[C:12]2[CH:13]=[CH:14][CH:15]=[CH:16][CH:17]=2)=[O:9])=[CH:26][CH:25]=1)(=[O:23])[CH3:21]. The yield is 0.860. (2) The reactants are [Br:1][C:2]1[CH:8]=[C:7]([F:9])[CH:6]=[CH:5][C:3]=1[NH2:4].B(Cl)(Cl)Cl.C(Cl)Cl.Cl[CH2:18][C:19]#N.[Cl-].[Al+3].[Cl-].[Cl-]. The catalyst is ClCCCl. The product is [F:9][C:7]1[CH:6]=[C:5]2[C:3](=[C:2]([Br:1])[CH:8]=1)[NH:4][CH:19]=[CH:18]2. The yield is 0.522. (3) The reactants are [CH2:1]([CH2:6][NH2:7])[CH2:2][C:3](O)=[O:4].[P:8]([OH:11])([OH:10])[OH:9].Cl.N1C=CC=C(CC(O)=[O:21])C=1.[OH:23][PH:24]([OH:26])=[O:25].P(Cl)(Cl)(Cl)=O. The catalyst is O.C1(C)C=CC=CC=1. The product is [CH2:1]([CH2:6][NH2:7])[CH2:2][C:3]([P:24]([OH:26])([OH:25])=[O:23])([P:8]([OH:11])([OH:10])=[O:9])[OH:4].[OH2:21]. The yield is 0.560. (4) The catalyst is N1C=CC=CC=1.CN(C1C=CN=CC=1)C. The product is [O:3]=[C:2]1[NH:4][C:5](=[O:6])[CH:7]=[CH:8][N:1]1[C:20]([NH:19][CH2:18][CH2:17][CH2:16][CH2:15][C:9]1[CH:10]=[CH:11][CH:12]=[CH:13][CH:14]=1)=[O:21]. The reactants are [NH:1]1[CH:8]=[CH:7][C:5](=[O:6])[NH:4][C:2]1=[O:3].[C:9]1([CH2:15][CH2:16][CH2:17][CH2:18][N:19]=[C:20]=[O:21])[CH:14]=[CH:13][CH:12]=[CH:11][CH:10]=1. The yield is 0.590. (5) The reactants are [CH:1]1([C:7]2[C:15]3[C:10](=[CH:11][C:12]([C:16]([O:18][CH3:19])=[O:17])=[CH:13][CH:14]=3)[NH:9][C:8]=2[C:20]2[CH:25]=[CH:24][CH:23]=[CH:22][C:21]=2[OH:26])[CH2:6][CH2:5][CH2:4][CH2:3][CH2:2]1.C([O-])([O-])=O.[K+].[K+].[CH2:33](Br)[C:34]1[CH:39]=[CH:38][CH:37]=[CH:36][CH:35]=1.Cl.[H-].[Na+].[N+](C1C=CC(S(O[CH2:57][C@@:58]23[CH2:66][CH2:65][CH2:64][N:59]2[C:60](=[O:63])[O:61][CH2:62]3)(=O)=O)=CC=1)([O-])=O. The catalyst is CN(C=O)C. The product is [CH2:33]([O:26][C:21]1[CH:22]=[CH:23][CH:24]=[CH:25][C:20]=1[C:8]1[N:9]([CH2:57][C@@:58]23[CH2:66][CH2:65][CH2:64][N:59]2[C:60](=[O:63])[O:61][CH2:62]3)[C:10]2[C:15]([C:7]=1[CH:1]1[CH2:6][CH2:5][CH2:4][CH2:3][CH2:2]1)=[CH:14][CH:13]=[C:12]([C:16]([O:18][CH3:19])=[O:17])[CH:11]=2)[C:34]1[CH:39]=[CH:38][CH:37]=[CH:36][CH:35]=1. The yield is 0.480. (6) The reactants are [NH:1]1[CH:5]=[CH:4][CH:3]=[C:2]1[C:6]([O:8][CH3:9])=[O:7].[Al+3].[Cl-].[Cl-].[Cl-].[CH3:14][O:15]C(Cl)Cl. The catalyst is C(Cl)Cl.C[N+]([O-])=O. The product is [CH:14]([C:4]1[CH:3]=[C:2]([C:6]([O:8][CH3:9])=[O:7])[NH:1][CH:5]=1)=[O:15]. The yield is 0.620. (7) The reactants are [N:1]1([CH:7]2[CH2:12][CH2:11][N:10]([C:13](=[O:54])[CH:14]([NH:34][C:35]([N:37]3[CH2:42][CH2:41][CH:40]([N:43]4[CH2:52][C:51]5[C:46](=[CH:47][CH:48]=[CH:49][CH:50]=5)[NH:45][C:44]4=[O:53])[CH2:39][CH2:38]3)=[O:36])[CH2:15][C:16]3[CH:17]=[C:18]4[C:22](=[CH:23][CH:24]=3)[N:21](S(CC[Si](C)(C)C)(=O)=O)[CH:20]=[CH:19]4)[CH2:9][CH2:8]2)[CH2:6][CH2:5][CH2:4][CH2:3][CH2:2]1.[F-].[Cs+]. The catalyst is C(#N)C. The product is [N:1]1([CH:7]2[CH2:12][CH2:11][N:10]([C:13](=[O:54])[CH:14]([NH:34][C:35]([N:37]3[CH2:42][CH2:41][CH:40]([N:43]4[CH2:52][C:51]5[C:46](=[CH:47][CH:48]=[CH:49][CH:50]=5)[NH:45][C:44]4=[O:53])[CH2:39][CH2:38]3)=[O:36])[CH2:15][C:16]3[CH:17]=[C:18]4[C:22](=[CH:23][CH:24]=3)[NH:21][CH:20]=[CH:19]4)[CH2:9][CH2:8]2)[CH2:2][CH2:3][CH2:4][CH2:5][CH2:6]1. The yield is 0.700. (8) The reactants are Br[C:2]1[CH:7]=[CH:6][N:5]=[C:4]([N:8]2[CH2:13][CH2:12][O:11][CH2:10][CH2:9]2)[CH:3]=1.[B:14]1([B:14]2[O:18][C:17]([CH3:20])([CH3:19])[C:16]([CH3:22])([CH3:21])[O:15]2)[O:18][C:17]([CH3:20])([CH3:19])[C:16]([CH3:22])([CH3:21])[O:15]1.C([O-])(=O)C.[K+]. No catalyst specified. The product is [CH3:21][C:16]1([CH3:22])[C:17]([CH3:20])([CH3:19])[O:18][B:14]([C:2]2[CH:7]=[CH:6][N:5]=[C:4]([N:8]3[CH2:13][CH2:12][O:11][CH2:10][CH2:9]3)[CH:3]=2)[O:15]1. The yield is 0.560.